Predict which catalyst facilitates the given reaction. From a dataset of Catalyst prediction with 721,799 reactions and 888 catalyst types from USPTO. Reactant: [C:1]1([CH3:11])[CH:6]=[CH:5][C:4]([S:7](Cl)(=[O:9])=[O:8])=[CH:3][CH:2]=1.[F:12][C:13]1([CH2:26][OH:27])[CH2:18][CH2:17][N:16]([C:19]([O:21][C:22]([CH3:25])([CH3:24])[CH3:23])=[O:20])[CH2:15][CH2:14]1.C(N(CC)CC)C. Product: [F:12][C:13]1([CH2:26][O:27][S:7]([C:4]2[CH:5]=[CH:6][C:1]([CH3:11])=[CH:2][CH:3]=2)(=[O:9])=[O:8])[CH2:14][CH2:15][N:16]([C:19]([O:21][C:22]([CH3:23])([CH3:24])[CH3:25])=[O:20])[CH2:17][CH2:18]1. The catalyst class is: 166.